Dataset: Tyrosyl-DNA phosphodiesterase HTS with 341,365 compounds. Task: Binary Classification. Given a drug SMILES string, predict its activity (active/inactive) in a high-throughput screening assay against a specified biological target. (1) The drug is Clc1cc2nc(n3nc(cc3C)C)c(N3CCN(CC3)c3c(c(ccc3)C)C)nc2cc1. The result is 0 (inactive). (2) The drug is O=c1n(C(CC)C)cnc2n(CCCC)c3nc4c(nc3c12)cccc4. The result is 0 (inactive). (3) The drug is S1C(C2=C(Nc3c1cccc3)c1c(C2=O)cccc1)c1ccc(NC(=O)C)cc1. The result is 0 (inactive). (4) The drug is S(CC(=O)Nc1c(cc(cc1C)C)C)c1nnc(c2cccnc2)cc1. The result is 0 (inactive). (5) The compound is S(=O)(=O)(c1cc2c(oc1=O)cc(O)cc2)c1ccccc1. The result is 0 (inactive). (6) The drug is Brc1c(NC(=O)C2CN(C(=O)C2)c2cc3OCCOc3cc2)cccc1. The result is 0 (inactive). (7) The molecule is Brc1cc2C(N(C)C(=O)Nc3c(Cl)cc(Cl)cc3)C(COc2cc1)CO. The result is 0 (inactive). (8) The drug is S(c1n(c(=O)c2c(n1)cc(cc2)C(O)=O)CC=C)Cc1c(onc1C)C. The result is 0 (inactive). (9) The drug is O1CCN(\N=C\c2cc(OC)c(OCc3ccccc3)cc2)CC1. The result is 0 (inactive).